Predict which catalyst facilitates the given reaction. From a dataset of Catalyst prediction with 721,799 reactions and 888 catalyst types from USPTO. Reactant: [Cl:1][C:2]1[CH:3]=[C:4]([C:8]2[C:12]([NH:13][C:14]([C:16]3[CH:17]=[N:18][N:19]4[CH:24]=[CH:23][CH:22]=[N:21][C:20]=34)=[O:15])=[CH:11][NH:10][N:9]=2)[CH:5]=[CH:6][CH:7]=1.[CH3:25][C:26]1([O:29][CH2:28]1)[CH3:27].C(=O)([O-])[O-].[Cs+].[Cs+]. Product: [Cl:1][C:2]1[CH:3]=[C:4]([C:8]2[C:12]([NH:13][C:14]([C:16]3[CH:17]=[N:18][N:19]4[CH:24]=[CH:23][CH:22]=[N:21][C:20]=34)=[O:15])=[CH:11][N:10]([CH2:25][C:26]([OH:29])([CH3:28])[CH3:27])[N:9]=2)[CH:5]=[CH:6][CH:7]=1. The catalyst class is: 9.